This data is from Reaction yield outcomes from USPTO patents with 853,638 reactions. The task is: Predict the reaction yield, written as a fraction of the theoretical maximum amount of product (1.0 means a 100% yield; for example, 0.34 means a 34% yield). (1) The reactants are [Br:1][C:2]1[CH:3]=[CH:4][C:5](I)=[C:6]([CH:21]=1)[CH2:7][O:8][C:9]1[C:18]2[C:13](=[CH:14][C:15]([O:19][CH3:20])=[CH:16][CH:17]=2)[CH:12]=[CH:11][CH:10]=1.C([O-])(=O)C.[Na+]. The catalyst is CN(C)C=O. The product is [Br:1][C:2]1[CH:3]=[CH:4][C:5]2[C:10]3[C:9](=[C:18]4[CH:17]=[CH:16][C:15]([O:19][CH3:20])=[CH:14][C:13]4=[CH:12][CH:11]=3)[O:8][CH2:7][C:6]=2[CH:21]=1. The yield is 0.350. (2) The reactants are [CH3:1]C(C)([O-])C.[K+].[Br:7][C:8]1[CH:9]=[C:10]2[C:15](=[CH:16][CH:17]=1)[N:14]=[C:13]([C:18](=O)[CH3:19])[CH:12]=[CH:11]2. The catalyst is [Br-].C[P+](C1C=CC=CC=1)(C1C=CC=CC=1)C1C=CC=CC=1.C1COCC1. The product is [Br:7][C:8]1[CH:9]=[C:10]2[C:15](=[CH:16][CH:17]=1)[N:14]=[C:13]([C:18]([CH3:19])=[CH2:1])[CH:12]=[CH:11]2. The yield is 0.950. (3) The reactants are [F:1][C:2]1[CH:7]=[CH:6][CH:5]=[CH:4][C:3]=1[N:8]1[C:12]([OH:13])=[CH:11][C:10]([C:14]([OH:16])=O)=[N:9]1.[B-](F)(F)(F)F.CCOC(C(C#N)=NOC(N(C)C)=[N+](C)C)=O.[NH2:39][C@H:40]([C:45]1[CH:50]=[CH:49][CH:48]=[CH:47][C:46]=1[CH3:51])[CH2:41][C:42]([OH:44])=[O:43]. The catalyst is CN(C=O)C. The product is [F:1][C:2]1[CH:7]=[CH:6][CH:5]=[CH:4][C:3]=1[N:8]1[C:12]([OH:13])=[CH:11][C:10]([C:14]([NH:39][C@H:40]([C:45]2[CH:50]=[CH:49][CH:48]=[CH:47][C:46]=2[CH3:51])[CH2:41][C:42]([OH:44])=[O:43])=[O:16])=[N:9]1. The yield is 0.280. (4) The reactants are CC1(C)C2C(=C(P(C3C=CC=CC=3)C3C=CC=CC=3)C=CC=2)OC2C(P(C3C=CC=CC=3)C3C=CC=CC=3)=CC=CC1=2.Cl[C:44]1[C:49]([N+:50]([O-:52])=[O:51])=[CH:48][CH:47]=[C:46]([C:53]([F:56])([F:55])[F:54])[N:45]=1.[CH3:57][C:58]1[CH:62]=[C:61]([NH2:63])[O:60][N:59]=1. The catalyst is O1CCOCC1.C([O-])(=O)C.[Pd+2].C([O-])(=O)C. The product is [CH3:57][C:58]1[CH:62]=[C:61]([NH:63][C:44]2[C:49]([N+:50]([O-:52])=[O:51])=[CH:48][CH:47]=[C:46]([C:53]([F:56])([F:55])[F:54])[N:45]=2)[O:60][N:59]=1. The yield is 0.590. (5) The reactants are [CH2:1]([O:8][C@H:9]1[O:22][C@H:21]([CH2:23][O:24][CH2:25][C:26]2[CH:31]=[CH:30][CH:29]=[CH:28][CH:27]=2)[C@@H:12]([O:13][CH2:14][C:15]2[CH:20]=[CH:19][CH:18]=[CH:17][CH:16]=2)[C@H:10]1[OH:11])[C:2]1[CH:7]=[CH:6][CH:5]=[CH:4][CH:3]=1.[C:32](OC(=O)C)(=[O:34])[CH3:33]. The catalyst is N1C=CC=CC=1. The product is [CH2:1]([O:8][C@H:9]1[O:22][C@H:21]([CH2:23][O:24][CH2:25][C:26]2[CH:31]=[CH:30][CH:29]=[CH:28][CH:27]=2)[C@@H:12]([O:13][CH2:14][C:15]2[CH:20]=[CH:19][CH:18]=[CH:17][CH:16]=2)[C@H:10]1[O:11][C:32](=[O:34])[CH3:33])[C:2]1[CH:3]=[CH:4][CH:5]=[CH:6][CH:7]=1. The yield is 0.970.